This data is from Reaction yield outcomes from USPTO patents with 853,638 reactions. The task is: Predict the reaction yield, written as a fraction of the theoretical maximum amount of product (1.0 means a 100% yield; for example, 0.34 means a 34% yield). (1) The reactants are Br[C:2]1[CH:3]=[C:4]2[C:9](=[CH:10][CH:11]=1)[CH:8]=[C:7]([O:12][CH2:13][CH:14]1[CH2:18][CH2:17]N(C)C1=O)[CH:6]=[CH:5]2.C([O-])(=O)C.[K+].Br[C:27]1[C:35]2[C:30](=[CH:31][CH:32]=[C:33]([C:36]#[N:37])[CH:34]=2)[N:29]([CH:38]2[CH2:43][CH2:42][CH2:41][CH2:40][O:39]2)[N:28]=1.P([O-])([O-])([O-])=O.[K+].[K+].[K+].[CH3:52][N:53]([CH:55]=[O:56])C. The catalyst is Cl[Pd]Cl. The product is [CH3:52][N:53]1[C:55](=[O:56])[CH2:17][CH2:18][CH:14]1[CH2:13][O:12][C:7]1[CH:8]=[C:9]2[C:4](=[CH:5][CH:6]=1)[CH:3]=[C:2]([C:27]1[C:35]3[C:30](=[CH:31][CH:32]=[C:33]([C:36]#[N:37])[CH:34]=3)[N:29]([CH:38]3[CH2:43][CH2:42][CH2:41][CH2:40][O:39]3)[N:28]=1)[CH:11]=[CH:10]2. The yield is 0.860. (2) The reactants are [F:1][C:2]1[CH:3]=[C:4]([CH:7]=[CH:8][C:9]=1[F:10])[CH:5]=O.[CH2:11]1[CH2:20][O:19][C:13]2([CH2:18][CH2:17][NH:16][CH2:15][CH2:14]2)[O:12]1.C(O[BH-](OC(=O)C)OC(=O)C)(=O)C.[Na+].C(O)(=O)C. The catalyst is ClC(Cl)C. The product is [F:1][C:2]1[CH:3]=[C:4]([CH:7]=[CH:8][C:9]=1[F:10])[CH2:5][N:16]1[CH2:17][CH2:18][C:13]2([O:19][CH2:20][CH2:11][O:12]2)[CH2:14][CH2:15]1. The yield is 0.980. (3) The catalyst is CN(C=O)C.N1C=CC=CC=1. The reactants are [CH2:1]([O:5][C:6]1[N:14]=[C:13]2[C:9]([N:10]=[CH:11][N:12]2[CH2:15][C:16]2[CH:21]=[CH:20][CH:19]=[C:18]([CH2:22]O)[CH:17]=2)=[C:8]([NH2:24])[N:7]=1)[CH2:2][CH2:3][CH3:4].[CH2:25]([N:27](CC)CC)C.S(Cl)(C1C=CC(C)=CC=1)(=O)=O.[C-]#N.[Na+]. The yield is 0.440. The product is [CH2:1]([O:5][C:6]1[N:14]=[C:13]2[C:9]([N:10]=[CH:11][N:12]2[CH2:15][C:16]2[CH:21]=[CH:20][CH:19]=[C:18]([CH2:22][C:25]#[N:27])[CH:17]=2)=[C:8]([NH2:24])[N:7]=1)[CH2:2][CH2:3][CH3:4]. (4) The reactants are [CH:1]1([C:6]([C:8]2[CH:13]=[C:12]([CH3:14])[CH:11]=[CH:10][C:9]=2[NH:15][C:16]([NH:18][C:19]2[S:20][CH:21]=[C:22]([CH2:24][CH:25]=O)[N:23]=2)=[O:17])=[O:7])[CH2:5][CH2:4][CH2:3][CH2:2]1.[C:27]([CH:32]=P(C1C=CC=CC=1)(C1C=CC=CC=1)C1C=CC=CC=1)([O:29][CH2:30][CH3:31])=[O:28]. No catalyst specified. The product is [CH2:30]([O:29][C:27](=[O:28])[CH:32]=[CH:25][CH2:24][C:22]1[N:23]=[C:19]([NH:18][C:16]([NH:15][C:9]2[CH:10]=[CH:11][C:12]([CH3:14])=[CH:13][C:8]=2[C:6]([CH:1]2[CH2:5][CH2:4][CH2:3][CH2:2]2)=[O:7])=[O:17])[S:20][CH:21]=1)[CH3:31]. The yield is 0.420. (5) The reactants are [Cl:1][C:2]1[CH:3]=[C:4]2[C:8](=[CH:9][CH:10]=1)[NH:7][C:6](=[O:11])[CH2:5]2.[CH2:12]([N:14]([CH2:29][CH3:30])[CH2:15][CH2:16][NH:17][C:18]([C:20]1[C:24]([CH3:25])=[C:23]([CH:26]=O)[NH:22][C:21]=1[CH3:28])=[O:19])[CH3:13]. The catalyst is N1CCCCC1.C(O)C. The product is [CH2:29]([N:14]([CH2:12][CH3:13])[CH2:15][CH2:16][NH:17][C:18]([C:20]1[C:24]([CH3:25])=[C:23]([CH:26]=[C:5]2[C:4]3[C:8](=[CH:9][CH:10]=[C:2]([Cl:1])[CH:3]=3)[NH:7][C:6]2=[O:11])[NH:22][C:21]=1[CH3:28])=[O:19])[CH3:30]. The yield is 0.680. (6) The reactants are [Cl:1][C:2]1[CH:7]=[CH:6][CH:5]=[CH:4][C:3]=1[C:8]1[N:9]([C:16]2[CH:21]=[CH:20][C:19]([Cl:22])=[CH:18][CH:17]=2)[CH:10]=[C:11]([C:13](Cl)=[O:14])[N:12]=1.Cl.[CH3:24][NH:25][O:26][CH3:27].C(N(CC)CC)C. The catalyst is ClCCl. The product is [Cl:1][C:2]1[CH:7]=[CH:6][CH:5]=[CH:4][C:3]=1[C:8]1[N:9]([C:16]2[CH:21]=[CH:20][C:19]([Cl:22])=[CH:18][CH:17]=2)[CH:10]=[C:11]([C:13]([N:25]([O:26][CH3:27])[CH3:24])=[O:14])[N:12]=1. The yield is 0.830. (7) The yield is 0.680. The reactants are [C:1]([O:5][C:6]([N:8]1[CH2:12][CH:11]([C:13]#[N:14])[CH2:10][CH:9]1[C:15]1[NH:16][C:17]([C:20]2[CH:25]=[CH:24][C:23](B3OC(C)(C)C(C)(C)O3)=[CH:22][CH:21]=2)=[CH:18][N:19]=1)=[O:7])([CH3:4])([CH3:3])[CH3:2].[CH3:35][O:36][C:37](=[O:68])[NH:38][CH:39]([C:43]([N:45]1[CH:51]([C:52]2[NH:53][C:54]([C:57]3[CH:66]=[CH:65][C:64]4[C:59](=[CH:60][CH:61]=[C:62](Br)[CH:63]=4)[CH:58]=3)=[CH:55][N:56]=2)[CH2:50][C:47]2([CH2:49][CH2:48]2)[CH2:46]1)=[O:44])[CH:40]([CH3:42])[CH3:41].C([O-])([O-])=O.[K+].[K+]. The product is [C:1]([O:5][C:6]([N:8]1[CH2:12][CH:11]([C:13]#[N:14])[CH2:10][CH:9]1[C:15]1[NH:16][C:17]([C:20]2[CH:25]=[CH:24][C:23]([C:62]3[CH:61]=[CH:60][C:59]4[C:64](=[CH:65][CH:66]=[C:57]([C:54]5[NH:53][C:52]([CH:51]6[CH2:50][C:47]7([CH2:48][CH2:49]7)[CH2:46][N:45]6[C:43](=[O:44])[CH:39]([NH:38][C:37]([O:36][CH3:35])=[O:68])[CH:40]([CH3:42])[CH3:41])=[N:56][CH:55]=5)[CH:58]=4)[CH:63]=3)=[CH:22][CH:21]=2)=[CH:18][N:19]=1)=[O:7])([CH3:3])([CH3:4])[CH3:2]. The catalyst is C1C=CC([P]([Pd]([P](C2C=CC=CC=2)(C2C=CC=CC=2)C2C=CC=CC=2)([P](C2C=CC=CC=2)(C2C=CC=CC=2)C2C=CC=CC=2)[P](C2C=CC=CC=2)(C2C=CC=CC=2)C2C=CC=CC=2)(C2C=CC=CC=2)C2C=CC=CC=2)=CC=1. (8) The reactants are [CH2:1]([O:8][C:9]1[CH:10]=[C:11]2[C:16](=[CH:17][C:18]=1[O:19][CH3:20])[N:15]=[CH:14][C:13]([C:21]([NH2:23])=[O:22])=[C:12]2Cl)[C:2]1[CH:7]=[CH:6][CH:5]=[CH:4][CH:3]=1.[NH2:25][C:26]1[C:27]([CH3:34])=[C:28]([CH:31]=[CH:32][CH:33]=1)[CH2:29][OH:30].C(O)(=O)C.[OH-].[Na+]. The catalyst is CN(C=O)C. The product is [CH2:1]([O:8][C:9]1[CH:10]=[C:11]2[C:16](=[CH:17][C:18]=1[O:19][CH3:20])[N:15]=[CH:14][C:13]([C:21]([NH2:23])=[O:22])=[C:12]2[NH:25][C:26]1[CH:33]=[CH:32][CH:31]=[C:28]([CH2:29][OH:30])[C:27]=1[CH3:34])[C:2]1[CH:7]=[CH:6][CH:5]=[CH:4][CH:3]=1. The yield is 0.970.